Regression. Given two drug SMILES strings and cell line genomic features, predict the synergy score measuring deviation from expected non-interaction effect. From a dataset of NCI-60 drug combinations with 297,098 pairs across 59 cell lines. (1) Drug 1: CC1=CC=C(C=C1)C2=CC(=NN2C3=CC=C(C=C3)S(=O)(=O)N)C(F)(F)F. Drug 2: C(CN)CNCCSP(=O)(O)O. Cell line: HOP-62. Synergy scores: CSS=-1.20, Synergy_ZIP=5.53, Synergy_Bliss=-1.93, Synergy_Loewe=-0.956, Synergy_HSA=-4.66. (2) Drug 1: CN(C)C1=NC(=NC(=N1)N(C)C)N(C)C. Drug 2: COC1=NC(=NC2=C1N=CN2C3C(C(C(O3)CO)O)O)N. Cell line: SK-MEL-2. Synergy scores: CSS=-4.78, Synergy_ZIP=5.51, Synergy_Bliss=5.23, Synergy_Loewe=-2.01, Synergy_HSA=-1.14.